From a dataset of Reaction yield outcomes from USPTO patents with 853,638 reactions. Predict the reaction yield, written as a fraction of the theoretical maximum amount of product (1.0 means a 100% yield; for example, 0.34 means a 34% yield). The reactants are [F:1][C:2]1[CH:7]=[CH:6][C:5]([C:8]2[NH:9][CH:10]=[CH:11][C:12]=2[C:13]2[CH:18]=[CH:17][N:16]=[C:15](S(C)(=O)=O)[N:14]=2)=[CH:4][CH:3]=1.[CH3:23][NH2:24]. No catalyst specified. The product is [F:1][C:2]1[CH:7]=[CH:6][C:5]([C:8]2[NH:9][CH:10]=[CH:11][C:12]=2[C:13]2[CH:18]=[CH:17][N:16]=[C:15]([NH:24][CH3:23])[N:14]=2)=[CH:4][CH:3]=1. The yield is 1.00.